This data is from Full USPTO retrosynthesis dataset with 1.9M reactions from patents (1976-2016). The task is: Predict the reactants needed to synthesize the given product. Given the product [Cl:1][C:2]1[C:7]([S:8]([CH2:11][CH3:12])(=[O:10])=[O:9])=[CH:6][C:5]([C:13]2[N:14]([C:34]([N:55]3[CH2:56][CH2:57][N:52]([CH2:51][CH2:50][CH2:49][S:46]([CH3:45])(=[O:47])=[O:48])[CH2:53][CH2:54]3)=[O:35])[C@@:15]([C:27]3[CH:28]=[CH:29][C:30]([Cl:33])=[CH:31][CH:32]=3)([CH3:26])[C@@:16]([C:19]3[CH:20]=[CH:21][C:22]([Cl:25])=[CH:23][CH:24]=3)([CH3:18])[N:17]=2)=[C:4]([O:37][CH2:38][CH3:39])[CH:3]=1, predict the reactants needed to synthesize it. The reactants are: [Cl:1][C:2]1[C:7]([S:8]([CH2:11][CH3:12])(=[O:10])=[O:9])=[CH:6][C:5]([C:13]2[N:14]([C:34](Cl)=[O:35])[C:15]([C:27]3[CH:32]=[CH:31][C:30]([Cl:33])=[CH:29][CH:28]=3)([CH3:26])[C:16]([C:19]3[CH:24]=[CH:23][C:22]([Cl:25])=[CH:21][CH:20]=3)([CH3:18])[N:17]=2)=[C:4]([O:37][CH2:38][CH3:39])[CH:3]=1.CS(C)(=O)=O.[CH3:45][S:46]([CH2:49][CH2:50][CH2:51][N:52]1[CH2:57][CH2:56][NH:55][CH2:54][CH2:53]1)(=[O:48])=[O:47].